From a dataset of Catalyst prediction with 721,799 reactions and 888 catalyst types from USPTO. Predict which catalyst facilitates the given reaction. (1) The catalyst class is: 28. Product: [Br-:9].[C:15]([O:14][C:13]([NH:12][CH2:11][CH2:10][N+:1]12[CH2:8][CH2:7][N:4]([CH2:5][CH2:6]1)[CH2:3][CH2:2]2)=[O:19])([CH3:18])([CH3:17])[CH3:16]. Reactant: [N:1]12[CH2:8][CH2:7][N:4]([CH2:5][CH2:6]1)[CH2:3][CH2:2]2.[Br:9][CH2:10][CH2:11][NH:12][C:13](=[O:19])[O:14][C:15]([CH3:18])([CH3:17])[CH3:16]. (2) Reactant: [Cl:1][C:2]1[CH:24]=[CH:23][C:5]2[N:6]=[C:7]([NH:9][C:10]3[N:14]([CH3:15])[C:13]4[CH:16]=[CH:17][C:18]([C:20](O)=[O:21])=[CH:19][C:12]=4[N:11]=3)[S:8][C:4]=2[CH:3]=1.[C:25]([O:29][C:30]([N:32]1[CH2:36][CH2:35][C@H:34]([NH2:37])[CH2:33]1)=[O:31])([CH3:28])([CH3:27])[CH3:26].CN(C(ON1N=NC2C=CC=CC1=2)=[N+](C)C)C.F[P-](F)(F)(F)(F)F.CCN(C(C)C)C(C)C. Product: [C:25]([O:29][C:30]([N:32]1[CH2:36][CH2:35][C@H:34]([NH:37][C:20]([C:18]2[CH:17]=[CH:16][C:13]3[N:14]([CH3:15])[C:10]([NH:9][C:7]4[S:8][C:4]5[CH:3]=[C:2]([Cl:1])[CH:24]=[CH:23][C:5]=5[N:6]=4)=[N:11][C:12]=3[CH:19]=2)=[O:21])[CH2:33]1)=[O:31])([CH3:28])([CH3:26])[CH3:27]. The catalyst class is: 3. (3) Reactant: [H-].[CH:2]1(/[CH:8]=[C:9](\[CH3:13])/[C:10](=[O:12])[CH3:11])[CH2:7][CH2:6][CH:5]=[CH:4][CH2:3]1.[H-].[Al+3].[Li+].[H-].[H-].[H-]. Product: [CH:2]1(/[CH:8]=[C:9](\[CH3:13])/[CH:10]([OH:12])[CH3:11])[CH2:7][CH2:6][CH:5]=[CH:4][CH2:3]1. The catalyst class is: 28. (4) Reactant: [NH:1]1[CH2:3][C@H:2]1[CH2:4][O:5][C:6]1[CH:7]=[C:8]([C:12]2[CH:13]=[C:14]3[C:19](=[C:20]([NH2:22])[N:21]=2)[CH:18]=[N:17][C:16]2[CH:23]=[C:24]([O:29][CH3:30])[C:25]([O:27][CH3:28])=[CH:26][C:15]3=2)[CH:9]=[N:10][CH:11]=1.C(N(C(C)C)CC)(C)C.[CH3:40][C:41]([O:44][C:45](O[C:45]([O:44][C:41]([CH3:43])([CH3:42])[CH3:40])=[O:46])=[O:46])([CH3:43])[CH3:42]. Product: [NH2:22][C:20]1[N:21]=[C:12]([C:8]2[CH:7]=[C:6]([O:5][CH2:4][CH:2]3[CH2:3][N@@:1]3[C:45]([O:44][C:41]([CH3:43])([CH3:42])[CH3:40])=[O:46])[CH:11]=[N:10][CH:9]=2)[CH:13]=[C:14]2[C:19]=1[CH:18]=[N:17][C:16]1[CH:23]=[C:24]([O:29][CH3:30])[C:25]([O:27][CH3:28])=[CH:26][C:15]2=1. The catalyst class is: 147.